This data is from Catalyst prediction with 721,799 reactions and 888 catalyst types from USPTO. The task is: Predict which catalyst facilitates the given reaction. (1) Reactant: [N:1]1[CH:6]=[CH:5][C:4]([CH:7]=O)=[CH:3][CH:2]=1.CO.[NH2:11][CH2:12][CH2:13][CH2:14][O:15][C:16]1[CH:33]=[CH:32][C:19]2[N:20]([CH2:30][CH3:31])[C:21](=[O:29])[C:22]([CH3:28])([CH3:27])[C:23](=[O:26])[N:24]([CH3:25])[C:18]=2[CH:17]=1.[BH4-].[Na+]. Product: [CH2:30]([N:20]1[C:21](=[O:29])[C:22]([CH3:28])([CH3:27])[C:23](=[O:26])[N:24]([CH3:25])[C:18]2[CH:17]=[C:16]([O:15][CH2:14][CH2:13][CH2:12][NH:11][CH2:7][C:4]3[CH:3]=[CH:2][N:1]=[CH:6][CH:5]=3)[CH:33]=[CH:32][C:19]1=2)[CH3:31]. The catalyst class is: 84. (2) Reactant: [F:1][C:2]1[C:10]([O:11][C:12]2[C:21]3[C:16](=[CH:17][C:18]([O:29][CH3:30])=[C:19]([O:22][CH:23]4[CH2:28][CH2:27][NH:26][CH2:25][CH2:24]4)[CH:20]=3)[N:15]=[CH:14][N:13]=2)=[CH:9][CH:8]=[C:7]2[C:3]=1[CH:4]=[CH:5][NH:6]2.C(N(C(C)C)CC)(C)C.[CH3:40][S:41](Cl)(=[O:43])=[O:42]. Product: [F:1][C:2]1[C:10]([O:11][C:12]2[C:21]3[C:16](=[CH:17][C:18]([O:29][CH3:30])=[C:19]([O:22][CH:23]4[CH2:24][CH2:25][N:26]([S:41]([CH3:40])(=[O:43])=[O:42])[CH2:27][CH2:28]4)[CH:20]=3)[N:15]=[CH:14][N:13]=2)=[CH:9][CH:8]=[C:7]2[C:3]=1[CH:4]=[CH:5][NH:6]2. The catalyst class is: 4.